From a dataset of Reaction yield outcomes from USPTO patents with 853,638 reactions. Predict the reaction yield, written as a fraction of the theoretical maximum amount of product (1.0 means a 100% yield; for example, 0.34 means a 34% yield). (1) The reactants are S(Cl)([Cl:3])=O.O[C:6]1[C:7]2[C:14]([C:15]3[S:16][CH:17]=[CH:18][N:19]=3)=[CH:13][S:12][C:8]=2[N:9]=[CH:10][N:11]=1.C(=O)(O)[O-].[Na+]. The catalyst is CN(C)C=O. The product is [Cl:3][C:6]1[C:7]2[C:14]([C:15]3[S:16][CH:17]=[CH:18][N:19]=3)=[CH:13][S:12][C:8]=2[N:9]=[CH:10][N:11]=1. The yield is 0.530. (2) The reactants are Cl[CH2:2][C:3]1[N:4]=[C:5]2[N:10]=[CH:9][C:8]([C:11]3[CH:16]=[CH:15][C:14]([F:17])=[CH:13][C:12]=3[F:18])=[N:7][N:6]2[CH:19]=1.[OH:20][C:21]1[CH:26]=[CH:25][N:24]=[CH:23][CH:22]=1.C(=O)([O-])[O-].[Cs+].[Cs+]. The catalyst is CN(C)C=O. The product is [F:18][C:12]1[CH:13]=[C:14]([F:17])[CH:15]=[CH:16][C:11]=1[C:8]1[CH:9]=[N:10][C:5]2[N:6]([CH:19]=[C:3]([CH2:2][O:20][C:21]3[CH:26]=[CH:25][N:24]=[CH:23][CH:22]=3)[N:4]=2)[N:7]=1. The yield is 0.110. (3) The reactants are [NH2:1][C:2]1[N:7]=[CH:6][C:5]([C:8]2[CH2:9][CH2:10][CH2:11][N:12](C(OC(C)(C)C)=O)[CH2:13][CH:14]=2)=[CH:4][C:3]=1[C:22]1[N:26]([C:27]2[CH:32]=[CH:31][CH:30]=[C:29]([F:33])[C:28]=2[F:34])[N:25]=[N:24][N:23]=1.C(O)(C(F)(F)F)=O. The catalyst is C(Cl)Cl. The product is [F:34][C:28]1[C:29]([F:33])=[CH:30][CH:31]=[CH:32][C:27]=1[N:26]1[C:22]([C:3]2[C:2]([NH2:1])=[N:7][CH:6]=[C:5]([C:8]3=[CH:14][CH2:13][NH:12][CH2:11][CH2:10][CH2:9]3)[CH:4]=2)=[N:23][N:24]=[N:25]1. The yield is 1.00. (4) The reactants are [CH3:1][C:2]([CH3:27])([CH3:26])[CH2:3][CH2:4][N:5]1[CH2:10][CH2:9][N:8]([C:11](=[O:25])[CH2:12][CH2:13][CH2:14][C:15]2[CH:23]=[CH:22][C:18]([C:19]([OH:21])=O)=[CH:17][C:16]=2[CH3:24])[CH2:7][CH2:6]1.[CH:28]1[C:33]2[NH:34][CH2:35][CH2:36][CH2:37][O:38][C:32]=2[CH:31]=[CH:30][CH:29]=1.CCN(C(C)C)C(C)C. The catalyst is CN(C1C=CN=CC=1)C.ClCCl. The product is [CH:28]1[C:33]2[N:34]([C:19]([C:18]3[CH:22]=[CH:23][C:15]([CH2:14][CH2:13][CH2:12][C:11]([N:8]4[CH2:7][CH2:6][N:5]([CH2:4][CH2:3][C:2]([CH3:1])([CH3:26])[CH3:27])[CH2:10][CH2:9]4)=[O:25])=[C:16]([CH3:24])[CH:17]=3)=[O:21])[CH2:35][CH2:36][CH2:37][O:38][C:32]=2[CH:31]=[CH:30][CH:29]=1. The yield is 0.100. (5) The reactants are [NH2:1][C:2]([CH3:38])([CH3:37])[CH2:3][NH:4][C:5]([C:7]1[N:8]=[C:9]([C:29]2[C:34]([Cl:35])=[CH:33][CH:32]=[CH:31][C:30]=2[Cl:36])[N:10]([C:12]2[CH:17]=[CH:16][C:15]([C:18]3[CH:23]=[CH:22][CH:21]=[C:20]([S:24]([CH3:27])(=[O:26])=[O:25])[CH:19]=3)=[CH:14][C:13]=2[Cl:28])[CH:11]=1)=O.O=P(Cl)(Cl)Cl.O1CCOCC1.[OH-].[Na+]. The catalyst is CCOC(C)=O.O. The product is [Cl:28][C:13]1[CH:14]=[C:15]([C:18]2[CH:23]=[CH:22][CH:21]=[C:20]([S:24]([CH3:27])(=[O:26])=[O:25])[CH:19]=2)[CH:16]=[CH:17][C:12]=1[N:10]1[CH:11]=[C:7]([C:5]2[NH:1][C:2]([CH3:38])([CH3:37])[CH2:3][N:4]=2)[N:8]=[C:9]1[C:29]1[C:34]([Cl:35])=[CH:33][CH:32]=[CH:31][C:30]=1[Cl:36]. The yield is 0.510.